Dataset: Forward reaction prediction with 1.9M reactions from USPTO patents (1976-2016). Task: Predict the product of the given reaction. (1) Given the reactants C([O:5][C:6](=[O:33])[CH2:7][N:8]1[C:12]2[CH:13]=[CH:14][C:15]([N:17]([CH2:23][C:24]3[CH:29]=[CH:28][CH:27]=[CH:26][CH:25]=3)[C:18](=[O:22])[CH:19]([CH3:21])[CH3:20])=[CH:16][C:11]=2[N:10]=[C:9]1[CH2:30][CH2:31][CH3:32])(C)(C)C.C(O)(C(F)(F)F)=O, predict the reaction product. The product is: [CH2:23]([N:17]([C:18](=[O:22])[CH:19]([CH3:21])[CH3:20])[C:15]1[CH:14]=[CH:13][C:12]2[N:8]([CH2:7][C:6]([OH:33])=[O:5])[C:9]([CH2:30][CH2:31][CH3:32])=[N:10][C:11]=2[CH:16]=1)[C:24]1[CH:25]=[CH:26][CH:27]=[CH:28][CH:29]=1. (2) Given the reactants [C:1](Cl)(=[O:3])[CH3:2].[N:5]([C@@H:8]1[C@@H:21]([O:22][CH2:23][C:24]2[CH:29]=[CH:28][CH:27]=[CH:26][CH:25]=2)[C@H:20]([OH:30])[C@@H:19]([CH2:31][OH:32])[O:18][C@H:9]1[O:10][Si:11]([C:14]([CH3:17])([CH3:16])[CH3:15])([CH3:13])[CH3:12])=[N+:6]=[N-:7].O.CCOC(C)=O, predict the reaction product. The product is: [C:1]([O:32][CH2:31][C@H:19]1[O:18][C@@H:9]([O:10][Si:11]([C:14]([CH3:15])([CH3:16])[CH3:17])([CH3:13])[CH3:12])[C@H:8]([N:5]=[N+:6]=[N-:7])[C@@H:21]([O:22][CH2:23][C:24]2[CH:25]=[CH:26][CH:27]=[CH:28][CH:29]=2)[C@@H:20]1[OH:30])(=[O:3])[CH3:2]. (3) Given the reactants [Br:1][C:2]1[C:3]([CH2:10]O)=[N:4][C:5]([Cl:9])=[CH:6][C:7]=1[CH3:8].C(Br)(Br)(Br)[Br:13].C1C=CC(P(C2C=CC=CC=2)C2C=CC=CC=2)=CC=1, predict the reaction product. The product is: [Br:1][C:2]1[C:3]([CH2:10][Br:13])=[N:4][C:5]([Cl:9])=[CH:6][C:7]=1[CH3:8]. (4) Given the reactants [NH2:1][C:2]1[O:3][CH:4]([C:8]2[CH:13]=[CH:12][CH:11]=[CH:10][CH:9]=2)[C:5](=[O:7])[N:6]=1.N[CH2:15][CH:16]1[CH2:21][CH2:20][CH2:19][CH2:18][CH2:17]1, predict the reaction product. The product is: [CH:16]1([CH2:15][NH:1][C:2]2[O:3][CH:4]([C:8]3[CH:13]=[CH:12][CH:11]=[CH:10][CH:9]=3)[C:5](=[O:7])[N:6]=2)[CH2:21][CH2:20][CH2:19][CH2:18][CH2:17]1.